This data is from Reaction yield outcomes from USPTO patents with 853,638 reactions. The task is: Predict the reaction yield, written as a fraction of the theoretical maximum amount of product (1.0 means a 100% yield; for example, 0.34 means a 34% yield). (1) The reactants are [CH3:1][C:2]([C:7]1[NH:8][C:9]2[C:14]([CH:15]=1)=[CH:13][C:12]([N+:16]([O-:18])=[O:17])=[CH:11][CH:10]=2)([CH3:6])[C:3]([NH2:5])=O.Cl. The catalyst is C1COCC1. The product is [CH3:6][C:2]([C:7]1[NH:8][C:9]2[C:14]([CH:15]=1)=[CH:13][C:12]([N+:16]([O-:18])=[O:17])=[CH:11][CH:10]=2)([CH3:1])[CH2:3][NH2:5]. The yield is 0.430. (2) The reactants are [F:1][C:2]([F:15])([F:14])[C:3]1[CH:8]=[CH:7][C:6]([CH:9](O)[CH2:10][CH2:11][CH3:12])=[CH:5][CH:4]=1.C1(P([N:30]=[N+:31]=[N-:32])(C2C=CC=CC=2)=O)C=CC=CC=1.C1CCN2C(=NCCC2)CC1. The catalyst is C1COCC1.CCOCC.O. The product is [N:30]([CH:9]([C:6]1[CH:7]=[CH:8][C:3]([C:2]([F:15])([F:14])[F:1])=[CH:4][CH:5]=1)[CH2:10][CH2:11][CH3:12])=[N+:31]=[N-:32]. The yield is 0.540.